This data is from CYP2D6 inhibition data for predicting drug metabolism from PubChem BioAssay. The task is: Regression/Classification. Given a drug SMILES string, predict its absorption, distribution, metabolism, or excretion properties. Task type varies by dataset: regression for continuous measurements (e.g., permeability, clearance, half-life) or binary classification for categorical outcomes (e.g., BBB penetration, CYP inhibition). Dataset: cyp2d6_veith. (1) The drug is CCc1ccc(OCC(=O)NC(=S)Nc2ccc(F)cc2)c(Br)c1. The result is 0 (non-inhibitor). (2) The result is 0 (non-inhibitor). The drug is O=C(NNC(=O)c1cccnc1)Nc1cccc2ccccc12.